This data is from Reaction yield outcomes from USPTO patents with 853,638 reactions. The task is: Predict the reaction yield, written as a fraction of the theoretical maximum amount of product (1.0 means a 100% yield; for example, 0.34 means a 34% yield). The reactants are FC(F)(F)C(O)=O.ClCCl.C(OC([NH:18][C:19]1[CH:24]=[CH:23][C:22]([CH2:25][CH2:26][CH2:27][C:28]#[N:29])=[CH:21][CH:20]=1)=O)(C)(C)C. No catalyst specified. The product is [NH2:18][C:19]1[CH:20]=[CH:21][C:22]([CH2:25][CH2:26][CH2:27][C:28]#[N:29])=[CH:23][CH:24]=1. The yield is 0.990.